This data is from Full USPTO retrosynthesis dataset with 1.9M reactions from patents (1976-2016). The task is: Predict the reactants needed to synthesize the given product. (1) Given the product [OH:8][C:9]1[CH:14]=[C:13]([CH2:31][C:32]2[CH:37]=[CH:36][CH:35]=[CH:34][C:33]=2[OH:38])[CH:12]=[CH:11][C:10]=1[N:16]1[S:20](=[O:21])(=[O:22])[NH:19][C:18](=[O:29])[CH2:17]1, predict the reactants needed to synthesize it. The reactants are: C([O:8][C:9]1[CH:14]=[C:13](I)[CH:12]=[CH:11][C:10]=1[N:16]1[S:20](=[O:22])(=[O:21])[N:19](CC[Si](C)(C)C)[C:18](=[O:29])[CH2:17]1)C1C=CC=CC=1.I[CH2:31][C:32]1[CH:37]=[CH:36][CH:35]=[CH:34][C:33]=1[O:38]S(C)(=O)=O. (2) Given the product [CH3:25][C:26]1([CH3:66])[N:30]([CH2:31][CH2:32][CH2:33][CH2:34][CH2:35][CH2:36][CH2:37][CH2:38][CH2:39][S:40]([CH2:41][CH2:42][CH2:43][C:44]([F:49])([F:50])[C:45]([F:48])([F:47])[F:46])=[N:5][C:3](=[O:4])[C:2]([F:7])([F:6])[F:1])[C:29](=[O:51])[N:28]([C:52]2[CH:57]=[CH:56][C:55]([N+:58]([O-:60])=[O:59])=[C:54]([C:61]([F:63])([F:64])[F:62])[CH:53]=2)[C:27]1=[O:65], predict the reactants needed to synthesize it. The reactants are: [F:1][C:2]([F:7])([F:6])[C:3]([NH2:5])=[O:4].[O-2].[Mg+2].C(O)(=O)C.C(O)(=O)C.IC1C=CC=CC=1.[CH3:25][C:26]1([CH3:66])[N:30]([CH2:31][CH2:32][CH2:33][CH2:34][CH2:35][CH2:36][CH2:37][CH2:38][CH2:39][S:40][CH2:41][CH2:42][CH2:43][C:44]([F:50])([F:49])[C:45]([F:48])([F:47])[F:46])[C:29](=[O:51])[N:28]([C:52]2[CH:57]=[CH:56][C:55]([N+:58]([O-:60])=[O:59])=[C:54]([C:61]([F:64])([F:63])[F:62])[CH:53]=2)[C:27]1=[O:65]. (3) Given the product [C:29]1([C:32]2[CH:33]=[CH:34][CH:35]=[CH:36][CH:37]=2)[CH:28]=[CH:27][C:26]([CH2:25][N:9]2[C:10]3[C:6](=[CH:5][C:4]([N+:1]([O-:3])=[O:2])=[CH:12][CH:11]=3)[C:7]([C:18]3[CH:23]=[CH:22][CH:21]=[CH:20][CH:19]=3)=[C:8]2[C:13]([O:15][CH2:16][CH3:17])=[O:14])=[CH:31][CH:30]=1, predict the reactants needed to synthesize it. The reactants are: [N+:1]([C:4]1[CH:5]=[C:6]2[C:10](=[CH:11][CH:12]=1)[NH:9][C:8]([C:13]([O:15][CH2:16][CH3:17])=[O:14])=[C:7]2[C:18]1[CH:23]=[CH:22][CH:21]=[CH:20][CH:19]=1)([O-:3])=[O:2].Br[CH2:25][C:26]1[CH:31]=[CH:30][C:29]([C:32]2[CH:37]=[CH:36][CH:35]=[CH:34][CH:33]=2)=[CH:28][CH:27]=1. (4) Given the product [CH3:1][O:2][C:3](=[O:29])/[CH:4]=[CH:5]/[C:6]1[CH:7]=[C:8]2[C:25](=[CH:26][CH:27]=1)[O:24][C:11]1([CH2:16][CH2:15][CH2:14][N:13]([CH2:39][C:38]3[CH:41]=[CH:42][C:35]([F:34])=[CH:36][CH:37]=3)[CH2:12]1)[CH2:10][C:9]2=[O:28], predict the reactants needed to synthesize it. The reactants are: [CH3:1][O:2][C:3](=[O:29])/[CH:4]=[CH:5]/[C:6]1[CH:7]=[C:8]2[C:25](=[CH:26][CH:27]=1)[O:24][C:11]1([CH2:16][CH2:15][CH2:14][N:13](C(OC(C)(C)C)=O)[CH2:12]1)[CH2:10][C:9]2=[O:28].CC(O)=O.[F:34][C:35]1[CH:42]=[CH:41][C:38]([CH:39]=O)=[CH:37][CH:36]=1.[BH-](OC(C)=O)(OC(C)=O)OC(C)=O.[Na+].